Dataset: Forward reaction prediction with 1.9M reactions from USPTO patents (1976-2016). Task: Predict the product of the given reaction. (1) Given the reactants [CH3:1][NH:2][NH2:3].[Cl:4][C:5]1[CH:10]=[CH:9][C:8]([S:11]([N:14]2[CH:19]3[CH2:20][CH2:21][CH2:22][CH:15]2[C:16](=[CH:24]O)[C:17](=O)[CH2:18]3)(=[O:13])=[O:12])=[CH:7][CH:6]=1, predict the reaction product. The product is: [Cl:4][C:5]1[CH:10]=[CH:9][C:8]([S:11]([N:14]2[CH:19]3[CH2:20][CH2:21][CH2:22][CH:15]2[C:16]2[CH:24]=[N:3][N:2]([CH3:1])[C:17]=2[CH2:18]3)(=[O:13])=[O:12])=[CH:7][CH:6]=1. (2) Given the reactants [CH3:1][NH:2][C:3]1[C:16]2[C:15](=O)[C:14]3[C:9](=[CH:10][CH:11]=[CH:12][CH:13]=3)[C:8](=[O:18])[C:7]=2[C:6]([Br:19])=[CH:5][CH:4]=1.C(O[C:23](=[O:33])[CH2:24][C:25](=[O:32])[C:26]1[CH:31]=[CH:30][CH:29]=[CH:28][CH:27]=1)C, predict the reaction product. The product is: [C:25]([C:24]1[C:23](=[O:33])[N:2]([CH3:1])[C:3]2[CH:4]=[CH:5][C:6]([Br:19])=[C:7]3[C:8](=[O:18])[C:9]4[CH:10]=[CH:11][CH:12]=[CH:13][C:14]=4[C:15]=1[C:16]=23)(=[O:32])[C:26]1[CH:27]=[CH:28][CH:29]=[CH:30][CH:31]=1. (3) Given the reactants O=C(Cl)[O:3][C:4](Cl)(Cl)Cl.[CH:9]([NH:12][C:13]1[C:18]([CH2:19][NH:20][C:21]2[CH:22]=[C:23]([CH:26]=[C:27]([N+:29]([O-:31])=[O:30])[CH:28]=2)[C:24]#[N:25])=[CH:17][N:16]=[C:15]([S:32][CH3:33])[N:14]=1)([CH3:11])[CH3:10], predict the reaction product. The product is: [CH:9]([N:12]1[C:13]2=[N:14][C:15]([S:32][CH3:33])=[N:16][CH:17]=[C:18]2[CH2:19][N:20]([C:21]2[CH:22]=[C:23]([CH:26]=[C:27]([N+:29]([O-:31])=[O:30])[CH:28]=2)[C:24]#[N:25])[C:4]1=[O:3])([CH3:11])[CH3:10]. (4) Given the reactants [Cl:1][C:2]1[C:7]([OH:8])=[CH:6][CH:5]=[CH:4][N:3]=1.[N:9]1[CH:14]=[CH:13][C:12]([CH2:15]O)=[CH:11][CH:10]=1.C1(P(C2C=CC=CC=2)C2C=CC=CC=2)C=CC=CC=1.CC(OC(/N=N/C(OC(C)C)=O)=O)C, predict the reaction product. The product is: [Cl:1][C:2]1[C:7]([O:8][CH2:15][C:12]2[CH:13]=[CH:14][N:9]=[CH:10][CH:11]=2)=[CH:6][CH:5]=[CH:4][N:3]=1. (5) Given the reactants [Cl:1][C:2]1[CH:3]=[C:4]([C:9]2[CH:13]=[C:12]([CH:14]3[CH2:19][CH2:18][NH:17][CH2:16][CH2:15]3)[N:11]([CH2:20][C:21]3[CH:30]=[CH:29][C:24]([C:25]([O:27][CH3:28])=[O:26])=[CH:23][CH:22]=3)[N:10]=2)[CH:5]=[C:6]([Cl:8])[CH:7]=1.[CH3:31][C:32]([CH3:36])([CH3:35])[CH:33]=O.C(O[BH-](OC(=O)C)OC(=O)C)(=O)C.[Na+], predict the reaction product. The product is: [Cl:1][C:2]1[CH:3]=[C:4]([C:9]2[CH:13]=[C:12]([CH:14]3[CH2:19][CH2:18][N:17]([CH2:31][C:32]([CH3:36])([CH3:35])[CH3:33])[CH2:16][CH2:15]3)[N:11]([CH2:20][C:21]3[CH:30]=[CH:29][C:24]([C:25]([O:27][CH3:28])=[O:26])=[CH:23][CH:22]=3)[N:10]=2)[CH:5]=[C:6]([Cl:8])[CH:7]=1.